Regression/Classification. Given a drug SMILES string, predict its absorption, distribution, metabolism, or excretion properties. Task type varies by dataset: regression for continuous measurements (e.g., permeability, clearance, half-life) or binary classification for categorical outcomes (e.g., BBB penetration, CYP inhibition). For this dataset (solubility_aqsoldb), we predict Y. From a dataset of Aqueous solubility values for 9,982 compounds from the AqSolDB database. (1) The drug is C[C@]12CC[C@H]3[C@@H](CCC4=CC(=O)CC[C@@]43C)[C@@H]1CCC2(O)C#CCO. The Y is -3.53 log mol/L. (2) The molecule is CN[C@@H](C)[C@H](O)c1ccccc1. The Y is -0.415 log mol/L. (3) The compound is O=C(c1ccccc1)n1c(=O)[nH]cc(F)c1=O. The Y is -2.26 log mol/L. (4) The compound is Clc1ccccc1Br. The Y is -3.20 log mol/L.